From a dataset of Full USPTO retrosynthesis dataset with 1.9M reactions from patents (1976-2016). Predict the reactants needed to synthesize the given product. (1) Given the product [Cl:1][C:2]1[CH:6]=[C:5]([Cl:7])[N:4]([CH2:15][C:16]([O:18][CH2:19][CH3:20])=[O:17])[N:3]=1, predict the reactants needed to synthesize it. The reactants are: [Cl:1][C:2]1[CH:6]=[C:5]([Cl:7])[NH:4][N:3]=1.C(=O)([O-])[O-].[K+].[K+].Br[CH2:15][C:16]([O:18][CH2:19][CH3:20])=[O:17]. (2) Given the product [Br:17][C:15]1[CH:14]=[N:13][C:12]2[NH:18][C:3](=[O:2])[C@@H:5]3[N:6]([CH2:7][CH2:8][CH2:9]3)[CH2:10][C:11]=2[CH:16]=1, predict the reactants needed to synthesize it. The reactants are: C[O:2][C:3]([C@H:5]1[CH2:9][CH2:8][CH2:7][N:6]1[CH2:10][C:11]1[C:12]([NH2:18])=[N:13][CH:14]=[C:15]([Br:17])[CH:16]=1)=O.[H-].[Na+]. (3) Given the product [F:1][C:2]1[CH:7]=[CH:6][C:5]([C:29]#[C:28][C:26]2[S:25][N:24]=[C:23]([CH3:22])[CH:27]=2)=[CH:4][C:3]=1[C@:9]1([CH2:20][F:21])[CH2:14][C@@H:13]([C:15]([F:18])([F:17])[F:16])[O:12][C:11]([NH2:19])=[N:10]1, predict the reactants needed to synthesize it. The reactants are: [F:1][C:2]1[CH:7]=[CH:6][C:5](I)=[CH:4][C:3]=1[C@:9]1([CH2:20][F:21])[CH2:14][C@@H:13]([C:15]([F:18])([F:17])[F:16])[O:12][C:11]([NH2:19])=[N:10]1.[CH3:22][C:23]1[CH:27]=[C:26]([C:28]#[C:29][Si](C)(C)C)[S:25][N:24]=1. (4) Given the product [Cl:1][C:2]1[C:3]([C:9]2[CH:14]=[CH:13][CH:12]=[C:11]([NH:15][CH2:16][CH:17]3[CH2:22][CH2:21][O:20][C:19]([CH3:24])([CH3:23])[CH2:18]3)[N:10]=2)=[CH:4][C:5]([NH2:8])=[N:6][CH:7]=1, predict the reactants needed to synthesize it. The reactants are: [Cl:1][C:2]1[C:3]([C:9]2[CH:14]=[CH:13][CH:12]=[C:11]([NH:15][CH2:16][C@@H:17]3[CH2:22][CH2:21][O:20][C:19]([CH3:24])([CH3:23])[CH2:18]3)[N:10]=2)=[CH:4][C:5]([NH2:8])=[N:6][CH:7]=1.ClC1C(C2C=CC=C(NC[C@H]3CCOC(C)(C)C3)N=2)=CC(N)=NC=1. (5) Given the product [CH:10](=[C:2]1/[N:1]2[CH2:8][CH2:7][CH:4]([C:3]/1=[O:9])[CH2:5][CH2:6]2)/[C:11]1[CH:16]=[CH:15][CH:14]=[CH:13][CH:12]=1, predict the reactants needed to synthesize it. The reactants are: [N:1]12[CH2:8][CH2:7][CH:4]([CH2:5][CH2:6]1)[C:3](=[O:9])[CH2:2]2.[CH:10](=O)[C:11]1[CH:16]=[CH:15][CH:14]=[CH:13][CH:12]=1.[OH-].[Na+]. (6) Given the product [CH:1]1([O:7][C:45]([N:32]2[CH2:33][CH2:34][CH:29]([O:28][C:27]3[N:26]=[CH:25][N:24]=[C:23]4[N:19]([C:16]5[CH:17]=[CH:18][C:13]([S:10]([CH3:9])(=[O:11])=[O:12])=[CH:14][CH:15]=5)[N:20]=[CH:21][C:22]=34)[CH2:30][CH2:31]2)=[O:46])[CH2:6][CH2:5][CH2:4][CH2:3][CH2:2]1, predict the reactants needed to synthesize it. The reactants are: [CH:1]1([OH:7])[CH2:6][CH2:5][CH2:4][CH2:3][CH2:2]1.Cl.[CH3:9][S:10]([C:13]1[CH:18]=[CH:17][C:16]([N:19]2[C:23]3=[N:24][CH:25]=[N:26][C:27]([O:28][CH:29]4[CH2:34][CH2:33][NH:32][CH2:31][CH2:30]4)=[C:22]3[CH:21]=[N:20]2)=[CH:15][CH:14]=1)(=[O:12])=[O:11].C(N(CC)CC)C.CN([CH:45]=[O:46])C. (7) Given the product [F:33][C:13]1[N:12]=[CH:11][C:10]([CH2:9][N:7]([CH3:8])[C:6](=[O:34])[O:5][C:1]([CH3:4])([CH3:3])[CH3:2])=[C:15]([C:16]2[C:21]3[S:22][C:23]([C:25]4[C:30]([F:31])=[CH:29][N:28]=[C:27]([NH:49][CH2:50][CH2:51][N:52]5[CH:56]=[CH:55][NH:54][C:53]5=[O:57])[N:26]=4)=[CH:24][C:20]=3[CH:19]=[CH:18][CH:17]=2)[CH:14]=1, predict the reactants needed to synthesize it. The reactants are: [C:1]([O:5][C:6](=[O:34])[N:7]([CH2:9][C:10]1[CH:11]=[N:12][C:13]([F:33])=[CH:14][C:15]=1[C:16]1[C:21]2[S:22][C:23]([C:25]3[C:30]([F:31])=[CH:29][N:28]=[C:27](Cl)[N:26]=3)=[CH:24][C:20]=2[CH:19]=[CH:18][CH:17]=1)[CH3:8])([CH3:4])([CH3:3])[CH3:2].C(N(CC)CC)C.FC(F)(F)C(O)=O.[NH2:49][CH2:50][CH2:51][N:52]1[CH:56]=[CH:55][NH:54][C:53]1=[O:57].